From a dataset of Forward reaction prediction with 1.9M reactions from USPTO patents (1976-2016). Predict the product of the given reaction. (1) Given the reactants C(OC([N:11]1[CH2:16][CH2:15][NH:14][C:13](=[O:17])[C@@H:12]1[CH2:18][CH2:19][S:20][CH3:21])=O)C1C=CC=CC=1.[H-].[Na+].[C:24](=[N:37][C:38]1[CH:45]=[C:44]([CH2:46]Br)[CH:43]=[CH:42][C:39]=1[C:40]#[N:41])(C1C=CC=CC=1)C1C=CC=CC=1.C[N:49](C=O)C, predict the reaction product. The product is: [NH2:49][C:40]1[C:39]2[C:38](=[CH:45][C:44]([CH2:46][N:14]3[CH2:15][CH2:16][NH:11][C@@H:12]([CH2:18][CH2:19][S:20][CH3:21])[C:13]3=[O:17])=[CH:43][CH:42]=2)[N:37]=[CH:24][N:41]=1. (2) The product is: [Cl:1][C:2]1[CH:3]=[CH:4][C:5]([CH2:6][CH2:7][NH:8][C:9]([C:11]2[CH:33]=[CH:32][C:14]([O:15][C:16]3[CH:21]=[CH:20][C:19]([CH2:22][C:23]([OH:25])=[O:24])=[CH:18][C:17]=3[C:28]([F:29])([F:30])[F:31])=[CH:13][CH:12]=2)=[O:10])=[CH:34][CH:35]=1. Given the reactants [Cl:1][C:2]1[CH:35]=[CH:34][C:5]([CH2:6][CH2:7][NH:8][C:9]([C:11]2[CH:33]=[CH:32][C:14]([O:15][C:16]3[CH:21]=[CH:20][C:19]([CH2:22][C:23]([O:25]CC)=[O:24])=[CH:18][C:17]=3[C:28]([F:31])([F:30])[F:29])=[CH:13][CH:12]=2)=[O:10])=[CH:4][CH:3]=1.O[Li].O, predict the reaction product. (3) Given the reactants [OH:1][CH2:2][C:3]([O:5][CH2:6][CH3:7])=[O:4].[H-].[Na+].Br[CH2:11][CH2:12][CH2:13][O:14][Si:15]([C:18]([CH3:21])([CH3:20])[CH3:19])([CH3:17])[CH3:16].C(OCC)(=O)C, predict the reaction product. The product is: [Si:15]([O:14][CH2:13][CH2:12][CH2:11][O:1][CH2:2][C:3]([O:5][CH2:6][CH3:7])=[O:4])([C:18]([CH3:19])([CH3:20])[CH3:21])([CH3:17])[CH3:16]. (4) Given the reactants [NH:1]1[CH2:4][CH:3]([C:5]([O:7][CH3:8])=[O:6])[CH2:2]1.C([O-])([O-])=O.[K+].[K+].[F:15][C:16]1[CH:32]=[CH:31][C:19]([CH2:20][O:21][CH2:22][C:23]([NH:25][CH2:26][CH2:27][CH2:28][CH2:29]I)=[O:24])=[CH:18][CH:17]=1.O, predict the reaction product. The product is: [F:15][C:16]1[CH:17]=[CH:18][C:19]([CH2:20][O:21][CH2:22][C:23]([NH:25][CH2:26][CH2:27][CH2:28][CH2:29][N:1]2[CH2:4][CH:3]([C:5]([O:7][CH3:8])=[O:6])[CH2:2]2)=[O:24])=[CH:31][CH:32]=1. (5) Given the reactants Br[C:2]1[CH:3]=[CH:4][C:5]([OH:11])=[C:6]([CH:10]=1)[C:7]([OH:9])=[O:8].[F:12][C:13]([F:24])([F:23])[C:14]1[CH:19]=[CH:18][C:17](B(O)O)=[CH:16][CH:15]=1, predict the reaction product. The product is: [OH:11][C:5]1[CH:4]=[CH:3][C:2]([C:17]2[CH:18]=[CH:19][C:14]([C:13]([F:24])([F:23])[F:12])=[CH:15][CH:16]=2)=[CH:10][C:6]=1[C:7]([OH:9])=[O:8].